From a dataset of Reaction yield outcomes from USPTO patents with 853,638 reactions. Predict the reaction yield, written as a fraction of the theoretical maximum amount of product (1.0 means a 100% yield; for example, 0.34 means a 34% yield). (1) The reactants are C([O:3][C:4]([C:6]1[NH:7][CH:8]=[N:9][C:10]=1[C:11]([CH3:15])([CH3:14])[CH:12]=[CH2:13])=O)C.[H-].[Al+3].[Li+].[H-].[H-].[H-].O. The catalyst is C1COCC1. The product is [CH3:15][C:11]([C:10]1[N:9]=[CH:8][NH:7][C:6]=1[CH2:4][OH:3])([CH3:14])[CH:12]=[CH2:13]. The yield is 1.02. (2) The product is [Br:14][C:11]1[N:6]2[CH:7]=[CH:8][CH:9]=[CH:10][C:5]2=[N:4][C:3]=1[C:2]([F:1])([F:12])[F:13]. The yield is 0.730. The catalyst is C(O)C. The reactants are [F:1][C:2]([F:13])([F:12])[C:3]1[N:4]=[C:5]2[CH:10]=[CH:9][CH:8]=[CH:7][N:6]2[CH:11]=1.[Br:14]Br.